Dataset: CYP3A4 inhibition data for predicting drug metabolism from PubChem BioAssay. Task: Regression/Classification. Given a drug SMILES string, predict its absorption, distribution, metabolism, or excretion properties. Task type varies by dataset: regression for continuous measurements (e.g., permeability, clearance, half-life) or binary classification for categorical outcomes (e.g., BBB penetration, CYP inhibition). Dataset: cyp3a4_veith. (1) The compound is N=C(N)CCNC(=O)[C@@H]1CCC(N)=N1.O=S(=O)(O)O. The result is 0 (non-inhibitor). (2) The drug is Nc1nc(N)[n+]([O-])c(N)c1NCO. The result is 0 (non-inhibitor). (3) The drug is CC(C)NP(=O)(NC(C)C)OP(=O)(NC(C)C)NC(C)C. The result is 0 (non-inhibitor). (4) The compound is COc1cccc(Cn2c(=O)c(-c3ccc(Cl)cc3)nc3cnc(N4CCOCC4)nc32)c1. The result is 0 (non-inhibitor). (5) The compound is O=C(c1ccc(Cl)c(S(=O)(=O)NCc2ccccc2)c1)N1CCN(c2ccccn2)CC1. The result is 0 (non-inhibitor). (6) The molecule is CCC1(C)Cc2c(sc3nnn(CC(=O)Nc4ccc(C)cc4)c(=O)c23)CO1. The result is 1 (inhibitor). (7) The compound is O=C1NCCCC1C(=O)Nc1ccccc1C(F)(F)F. The result is 0 (non-inhibitor).